Dataset: NCI-60 drug combinations with 297,098 pairs across 59 cell lines. Task: Regression. Given two drug SMILES strings and cell line genomic features, predict the synergy score measuring deviation from expected non-interaction effect. (1) Drug 1: C1=C(C(=O)NC(=O)N1)N(CCCl)CCCl. Drug 2: C1=NNC2=C1C(=O)NC=N2. Cell line: HL-60(TB). Synergy scores: CSS=57.5, Synergy_ZIP=-1.93, Synergy_Bliss=-4.56, Synergy_Loewe=-30.4, Synergy_HSA=-6.90. (2) Drug 1: CN(CCCl)CCCl.Cl. Drug 2: C(CN)CNCCSP(=O)(O)O. Cell line: MOLT-4. Synergy scores: CSS=60.7, Synergy_ZIP=4.74, Synergy_Bliss=7.81, Synergy_Loewe=-15.1, Synergy_HSA=8.60. (3) Cell line: SF-295. Drug 1: C1CC(C1)(C(=O)O)C(=O)O.[NH2-].[NH2-].[Pt+2]. Drug 2: CC(C)NC(=O)C1=CC=C(C=C1)CNNC.Cl. Synergy scores: CSS=33.9, Synergy_ZIP=10.7, Synergy_Bliss=12.2, Synergy_Loewe=-0.102, Synergy_HSA=10.6.